Regression/Classification. Given a drug SMILES string, predict its absorption, distribution, metabolism, or excretion properties. Task type varies by dataset: regression for continuous measurements (e.g., permeability, clearance, half-life) or binary classification for categorical outcomes (e.g., BBB penetration, CYP inhibition). For this dataset (lipophilicity_astrazeneca), we predict Y. From a dataset of Experimental lipophilicity measurements (octanol/water distribution) for 4,200 compounds from AstraZeneca. (1) The molecule is N#CC[C@H](C1CCCC1)n1cc(-c2ncnc3[nH]ccc23)cn1. The Y is 2.55 logD. (2) The Y is 1.37 logD. The molecule is NC(=O)c1ccc(=O)n(Cc2ccc(F)c(F)c2)c1. (3) The drug is CCC(c1nc2snc(C)c2c(=O)n1Cc1ccccc1)N(CCCN)C(=O)c1ccc(C)cc1. The Y is 1.61 logD.